Dataset: Catalyst prediction with 721,799 reactions and 888 catalyst types from USPTO. Task: Predict which catalyst facilitates the given reaction. (1) Reactant: [F:1][C:2]1[CH:3]=[C:4]2[C:10]([C:11]3[N:12]=[N:13][C:14]4[C:19]([CH3:21])([CH3:20])[C:18](=[O:22])[N:17](COCC[Si](C)(C)C)[C:15]=4[N:16]=3)=[N:9][N:8]([CH2:31][CH2:32][C:33]([F:38])([F:37])[CH:34]([F:36])[F:35])[C:5]2=[N:6][CH:7]=1.FC(F)(F)C(O)=O. Product: [F:1][C:2]1[CH:3]=[C:4]2[C:10]([C:11]3[N:12]=[N:13][C:14]4[C:19]([CH3:21])([CH3:20])[C:18](=[O:22])[NH:17][C:15]=4[N:16]=3)=[N:9][N:8]([CH2:31][CH2:32][C:33]([F:38])([F:37])[CH:34]([F:35])[F:36])[C:5]2=[N:6][CH:7]=1. The catalyst class is: 4. (2) Reactant: [CH:1]1([C:5]2[C:13]([C:14]3[NH:18][C:17]([O:19][CH3:20])=[N:16][N:15]=3)=[CH:12][C:8]([C:9]([OH:11])=O)=[C:7]([CH3:21])[CH:6]=2)[CH2:4][CH2:3][CH2:2]1.CCN(C(C)C)C(C)C.C1C=CC2N(O)N=NC=2C=1.CCN=C=NCCCN(C)C.Cl.[NH:53]1[CH2:58][CH2:57][CH:56]([C:59]2[CH:66]=[CH:65][C:62]([C:63]#[N:64])=[CH:61][CH:60]=2)[CH2:55][CH2:54]1. Product: [CH:1]1([C:5]2[C:13]([C:14]3[NH:18][C:17]([O:19][CH3:20])=[N:16][N:15]=3)=[CH:12][C:8]([C:9]([N:53]3[CH2:58][CH2:57][CH:56]([C:59]4[CH:66]=[CH:65][C:62]([C:63]#[N:64])=[CH:61][CH:60]=4)[CH2:55][CH2:54]3)=[O:11])=[C:7]([CH3:21])[CH:6]=2)[CH2:2][CH2:3][CH2:4]1. The catalyst class is: 42. (3) Reactant: CCN(C(C)C)C(C)C.C([N:12]1[C:17]([S:18][CH2:19][C:20]([O:22][CH2:23][CH3:24])=[O:21])=[C:16]([C:25]#[N:26])[C:15]([C:27]2[CH:32]=[CH:31][CH:30]=[C:29]([N+:33]([O-:35])=[O:34])[CH:28]=2)=[N:14][CH:13]1[C:36]1[CH:41]=[CH:40][CH:39]=[CH:38][CH:37]=1)C.CCO. Product: [NH2:26][C:25]1[C:16]2[C:15]([C:27]3[CH:32]=[CH:31][CH:30]=[C:29]([N+:33]([O-:35])=[O:34])[CH:28]=3)=[N:14][C:13]([C:36]3[CH:41]=[CH:40][CH:39]=[CH:38][CH:37]=3)=[N:12][C:17]=2[S:18][C:19]=1[C:20]([O:22][CH2:23][CH3:24])=[O:21]. The catalyst class is: 11. (4) Reactant: [F:1][C:2]([F:26])([F:25])[C:3]1[CH:4]=[CH:5][C:6]([O:9][CH2:10][C@@H:11]2[CH2:17][C@@H:16]3[C@@H:14]([CH2:15]3)[CH2:13][N:12]2C(OC(C)(C)C)=O)=[N:7][CH:8]=1.C(O)(C(F)(F)F)=O. Product: [F:26][C:2]([F:1])([F:25])[C:3]1[CH:4]=[CH:5][C:6]([O:9][CH2:10][C@@H:11]2[CH2:17][C@@H:16]3[C@@H:14]([CH2:15]3)[CH2:13][NH:12]2)=[N:7][CH:8]=1. The catalyst class is: 2. (5) Reactant: [F:1][C:2]([F:19])([F:18])[C:3]1[CH:11]=[C:10]([C:12]([F:15])([F:14])[F:13])[CH:9]=[C:8]([O:16][CH3:17])[C:4]=1[C:5](O)=[O:6].C(N(CC)C(C)C)(C)C.F[P-](F)(F)(F)(F)F.N1(OC(N(C)C)=[N+](C)C)C2N=CC=CC=2N=N1.[C:53]1([CH:59]([NH2:69])[C:60]2([N:64]3[CH2:68][CH2:67][CH2:66][CH2:65]3)[CH2:63][O:62][CH2:61]2)[CH:58]=[CH:57][CH:56]=[CH:55][CH:54]=1. Product: [CH3:17][O:16][C:8]1[CH:9]=[C:10]([C:12]([F:13])([F:14])[F:15])[CH:11]=[C:3]([C:2]([F:1])([F:18])[F:19])[C:4]=1[C:5]([NH:69][CH:59]([C:53]1[CH:58]=[CH:57][CH:56]=[CH:55][CH:54]=1)[C:60]1([N:64]2[CH2:65][CH2:66][CH2:67][CH2:68]2)[CH2:63][O:62][CH2:61]1)=[O:6]. The catalyst class is: 9. (6) Reactant: [CH3:1][O:2][C:3](=[O:31])[C:4]([N:6]([C:13]1[C:18]([C:19](=[O:29])[CH2:20][CH2:21][C:22]2[CH:23]=[N:24][C:25]([Cl:28])=[CH:26][CH:27]=2)=[CH:17][CH:16]=[C:15]([CH3:30])[N:14]=1)[C:7]1[CH:12]=[CH:11][CH:10]=[CH:9][CH:8]=1)=O.CO.C([O-])([O-])=O.[K+].[K+]. Product: [CH3:1][O:2][C:3]([C:4]1[N:6]([C:7]2[CH:12]=[CH:11][CH:10]=[CH:9][CH:8]=2)[C:13]2[C:18]([C:19](=[O:29])[C:20]=1[CH2:21][C:22]1[CH:23]=[N:24][C:25]([Cl:28])=[CH:26][CH:27]=1)=[CH:17][CH:16]=[C:15]([CH3:30])[N:14]=2)=[O:31]. The catalyst class is: 260. (7) Product: [F:1][C:2]1[CH:8]=[C:7]([CH3:9])[CH:6]=[C:5]([I:10])[C:3]=1[N:4]=[C:12]=[O:14]. The catalyst class is: 12. Reactant: [F:1][C:2]1[CH:8]=[C:7]([CH3:9])[CH:6]=[C:5]([I:10])[C:3]=1[NH2:4].Cl[C:12](Cl)([O:14]C(=O)OC(Cl)(Cl)Cl)Cl. (8) Reactant: [F:1][C:2]1[CH:7]=[CH:6][CH:5]=[CH:4][C:3]=1[OH:8].[CH2:9](I)[CH3:10].C(=O)([O-])[O-].[K+].[K+]. Product: [CH2:9]([O:8][C:3]1[CH:4]=[CH:5][CH:6]=[CH:7][C:2]=1[F:1])[CH3:10]. The catalyst class is: 21. (9) The catalyst class is: 268. Reactant: [CH3:1][O:2][C:3]1[CH:4]=[C:5]([CH:11]([C:13]2[C:14]([S:32]([CH3:35])(=[O:34])=[O:33])=[C:15]([NH:25][C:26]3[CH:31]=[CH:30][CH:29]=[CH:28][CH:27]=3)[CH:16]=[C:17]([N:19]3[CH2:24][CH2:23][NH:22][CH2:21][CH2:20]3)[CH:18]=2)[CH3:12])[CH:6]=[C:7](OC)[CH:8]=1.[ClH:36]. Product: [ClH:36].[Cl:36][C:7]1[CH:6]=[C:5]([CH:11]([C:13]2[C:14]([S:32]([CH3:35])(=[O:34])=[O:33])=[C:15]([NH:25][C:26]3[CH:31]=[CH:30][CH:29]=[CH:28][CH:27]=3)[CH:16]=[C:17]([N:19]3[CH2:24][CH2:23][NH:22][CH2:21][CH2:20]3)[CH:18]=2)[CH3:12])[CH:4]=[C:3]([O:2][CH3:1])[CH:8]=1. (10) Reactant: Cl[C:2]1[CH:7]=[C:6]([C:8]2[O:12][N:11]=[C:10]([C:13]3[CH:18]=[CH:17][N:16]=[C:15]([CH3:19])[CH:14]=3)[N:9]=2)[CH:5]=[C:4]([CH3:20])[N:3]=1. Product: [CH2:5]([C:2]1[CH:7]=[C:6]([C:8]2[O:12][N:11]=[C:10]([C:13]3[CH:18]=[CH:17][N:16]=[C:15]([CH3:19])[CH:14]=3)[N:9]=2)[CH:5]=[C:4]([CH3:20])[N:3]=1)[CH:6]([CH3:8])[CH3:7]. The catalyst class is: 38.